Dataset: Forward reaction prediction with 1.9M reactions from USPTO patents (1976-2016). Task: Predict the product of the given reaction. (1) The product is: [ClH:1].[C:30]([C:27]1[CH:26]=[CH:25][C:24]([CH2:23][O:22][C:19]2[CH:20]=[CH:21][C:16]([C@@H:14]3[CH2:15][C@H:13]3[NH:5][CH2:4][C:3]([NH2:2])=[O:32])=[CH:17][CH:18]=2)=[CH:29][CH:28]=1)#[N:31]. Given the reactants [ClH:1].[NH2:2][C:3](=[O:32])[CH2:4][N:5]([C@@H:13]1[CH2:15][C@H:14]1[C:16]1[CH:21]=[CH:20][C:19]([O:22][CH2:23][C:24]2[CH:29]=[CH:28][C:27]([C:30]#[N:31])=[CH:26][CH:25]=2)=[CH:18][CH:17]=1)C(=O)OC(C)(C)C, predict the reaction product. (2) Given the reactants [CH3:1][C:2]1[CH:3]=[N:4][N:5]([CH:7]2[CH2:12][CH2:11][C:10](=O)[CH2:9][CH2:8]2)[CH:6]=1.[NH:14]1[CH2:17][CH:16]([NH:18][C:19]([CH2:21][NH:22][C:23](=[O:34])[C:24]2[CH:29]=[CH:28][CH:27]=[C:26]([C:30]([F:33])([F:32])[F:31])[CH:25]=2)=[O:20])[CH2:15]1, predict the reaction product. The product is: [CH3:1][C:2]1[CH:3]=[N:4][N:5]([CH:7]2[CH2:12][CH2:11][CH:10]([N:14]3[CH2:17][CH:16]([NH:18][C:19]([CH2:21][NH:22][C:23](=[O:34])[C:24]4[CH:29]=[CH:28][CH:27]=[C:26]([C:30]([F:33])([F:31])[F:32])[CH:25]=4)=[O:20])[CH2:15]3)[CH2:9][CH2:8]2)[CH:6]=1.